From a dataset of Full USPTO retrosynthesis dataset with 1.9M reactions from patents (1976-2016). Predict the reactants needed to synthesize the given product. (1) Given the product [CH3:23][C:13]1[S:14][C:15]([C:16]2[CH:17]=[C:18]([CH3:22])[CH:19]=[CH:20][CH:21]=2)=[C:11]([C:9]([N:8]2[CH2:7][C@@H:6]3[C@@H:4]([CH2:5]3)[C@H:3]2[CH2:2][NH:1][C:34]([C:25]2[CH:26]=[CH:27][C:28]3[C:33](=[CH:32][CH:31]=[CH:30][CH:29]=3)[CH:24]=2)=[O:35])=[O:10])[N:12]=1, predict the reactants needed to synthesize it. The reactants are: [NH2:1][CH2:2][C@H:3]1[N:8]([C:9]([C:11]2[N:12]=[C:13]([CH3:23])[S:14][C:15]=2[C:16]2[CH:17]=[C:18]([CH3:22])[CH:19]=[CH:20][CH:21]=2)=[O:10])[CH2:7][C@@H:6]2[C@H:4]1[CH2:5]2.[CH:24]1[C:33]2[C:28](=[CH:29][CH:30]=[CH:31][CH:32]=2)[CH:27]=[CH:26][C:25]=1[C:34](O)=[O:35]. (2) Given the product [Cl:7][C:8]1[CH:13]=[CH:12][CH:11]=[CH:10][C:9]=1[C:14]1[N:19]([CH2:35][CH:32]2[CH2:34][CH2:33]2)[C:18](=[O:20])[C:17]([NH:21][C:22](=[O:31])[O:23][CH2:24][C:25]2[CH:30]=[CH:29][CH:28]=[CH:27][CH:26]=2)=[CH:16][CH:15]=1, predict the reactants needed to synthesize it. The reactants are: C(=O)([O-])[O-].[Cs+].[Cs+].[Cl:7][C:8]1[CH:13]=[CH:12][CH:11]=[CH:10][C:9]=1[C:14]1[NH:19][C:18](=[O:20])[C:17]([NH:21][C:22](=[O:31])[O:23][CH2:24][C:25]2[CH:30]=[CH:29][CH:28]=[CH:27][CH:26]=2)=[CH:16][CH:15]=1.[CH:32]1([CH2:35]Br)[CH2:34][CH2:33]1.O. (3) Given the product [CH:2]1([N+:8]([O-:9])=[CH:18][C:17]2[CH:20]=[C:13]([N+:10]([O-:12])=[O:11])[CH:14]=[CH:15][C:16]=2[S:21][C:22]2[CH:27]=[CH:26][CH:25]=[CH:24][N:23]=2)[CH2:7][CH2:6][CH2:5][CH2:4][CH2:3]1, predict the reactants needed to synthesize it. The reactants are: Cl.[CH:2]1([NH:8][OH:9])[CH2:7][CH2:6][CH2:5][CH2:4][CH2:3]1.[N+:10]([C:13]1[CH:14]=[CH:15][C:16]([S:21][C:22]2[CH:27]=[CH:26][CH:25]=[CH:24][N:23]=2)=[C:17]([CH:20]=1)[CH:18]=O)([O-:12])=[O:11]. (4) Given the product [Br:1][C:2]1[CH:3]=[C:4]2[C:8](=[CH:9][CH:10]=1)[N:7]([C:16]([O:15][C:11]([CH3:14])([CH3:13])[CH3:12])=[O:17])[CH2:6][CH2:5]2, predict the reactants needed to synthesize it. The reactants are: [Br:1][C:2]1[CH:3]=[C:4]2[C:8](=[CH:9][CH:10]=1)[NH:7][CH2:6][CH2:5]2.[C:11]([O:15][C:16](O[C:16]([O:15][C:11]([CH3:14])([CH3:13])[CH3:12])=[O:17])=[O:17])([CH3:14])([CH3:13])[CH3:12]. (5) Given the product [C:1]([O:5][C:6](=[O:43])[N:7]([CH:9]([C:11](=[O:42])[NH:12][C:13]1[CH:18]=[C:17]([C:19]2[C:20]3[N:27]([CH3:28])[N:26]=[C:25]([CH3:29])[C:21]=3[N:22]=[CH:23][N:24]=2)[CH:16]=[C:15]([C:30]#[CH:31])[N:14]=1)[CH3:10])[CH3:8])([CH3:3])([CH3:2])[CH3:4], predict the reactants needed to synthesize it. The reactants are: [C:1]([O:5][C:6](=[O:43])[N:7]([CH:9]([C:11](=[O:42])[NH:12][C:13]1[CH:18]=[C:17]([C:19]2[C:20]3[N:27]([CH3:28])[N:26]=[C:25]([CH3:29])[C:21]=3[N:22]=[CH:23][N:24]=2)[CH:16]=[C:15]([C:30]#[C:31][Si](C(C)C)(C(C)C)C(C)C)[N:14]=1)[CH3:10])[CH3:8])([CH3:4])([CH3:3])[CH3:2].C1COCC1.[F-].C([N+](CCCC)(CCCC)CCCC)CCC. (6) Given the product [Cl:16][C:17]1[CH:22]=[CH:21][C:20]([C:23]2([OH:29])[CH2:24][CH2:25][N:26]([C:13]([C:9]3[CH:10]=[N:11][O:12][C:8]=3[C:5]3[CH:4]=[CH:3][C:2]([CH3:1])=[CH:7][CH:6]=3)=[O:15])[CH2:27][CH2:28]2)=[CH:19][CH:18]=1, predict the reactants needed to synthesize it. The reactants are: [CH3:1][C:2]1[CH:7]=[CH:6][C:5]([C:8]2[O:12][N:11]=[CH:10][C:9]=2[C:13]([OH:15])=O)=[CH:4][CH:3]=1.[Cl:16][C:17]1[CH:22]=[CH:21][C:20]([C:23]2([OH:29])[CH2:28][CH2:27][NH:26][CH2:25][CH2:24]2)=[CH:19][CH:18]=1. (7) Given the product [O:34]=[C:20]1[CH:19]=[C:18]([CH2:17][NH:16][C:13](=[O:15])[C:10]2[CH:9]=[CH:8][C:7]([C:2]3[CH:3]=[N:4][CH:5]=[CH:6][N:1]=3)=[CH:12][N:11]=2)[CH:23]=[CH:22][N:21]1[C:24]1[CH:29]=[CH:28][N:27]=[C:26]([C:30]([F:33])([F:31])[F:32])[CH:25]=1, predict the reactants needed to synthesize it. The reactants are: [N:1]1[CH:6]=[CH:5][N:4]=[CH:3][C:2]=1[C:7]1[CH:8]=[CH:9][C:10]([C:13]([OH:15])=O)=[N:11][CH:12]=1.[NH2:16][CH2:17][C:18]1[CH:23]=[CH:22][N:21]([C:24]2[CH:29]=[CH:28][N:27]=[C:26]([C:30]([F:33])([F:32])[F:31])[CH:25]=2)[C:20](=[O:34])[CH:19]=1.F[P-](F)(F)(F)(F)F.N1(OC(N(C)C)=[N+](C)C)C2N=CC=CC=2N=N1.CCN(C(C)C)C(C)C.